Dataset: CYP2C9 inhibition data for predicting drug metabolism from PubChem BioAssay. Task: Regression/Classification. Given a drug SMILES string, predict its absorption, distribution, metabolism, or excretion properties. Task type varies by dataset: regression for continuous measurements (e.g., permeability, clearance, half-life) or binary classification for categorical outcomes (e.g., BBB penetration, CYP inhibition). Dataset: cyp2c9_veith. (1) The compound is CCCCC(C=O)NC(=O)C(CC(C)C)NC(=O)OCc1ccccc1. The result is 0 (non-inhibitor). (2) The molecule is CN(Cc1ccco1)c1cc(-c2cccc(NS(C)(=O)=O)c2)ncn1. The result is 0 (non-inhibitor).